Dataset: Reaction yield outcomes from USPTO patents with 853,638 reactions. Task: Predict the reaction yield, written as a fraction of the theoretical maximum amount of product (1.0 means a 100% yield; for example, 0.34 means a 34% yield). (1) The reactants are C([N:8]([CH2:16][C@H:17]1[CH2:26][CH2:25][C:24]2[C:19](=[CH:20][CH:21]=[C:22]([C:27]3[CH:36]=[CH:35][C:30]([C:31]([O:33][CH3:34])=[O:32])=[C:29](OS(C(F)(F)F)(=O)=O)[CH:28]=3)[CH:23]=2)[O:18]1)C(OC(C)(C)C)=O)C1C=CC=CC=1.[CH3:45][C:46]1[CH:51]=[CH:50][C:49](B(O)O)=[CH:48][CH:47]=1.C(=O)([O-])[O-].[Na+].[Na+].[C:61]1([CH3:67])[CH:66]=[CH:65][CH:64]=[CH:63][CH:62]=1. The catalyst is O.C1C=CC([PH+]([C]2[CH][CH][CH][CH]2)C2C=CC=CC=2)=CC=1.C1C=CC([PH+]([C]2[CH][CH][CH][CH]2)C2C=CC=CC=2)=CC=1.C(Cl)Cl.Cl[Pd]Cl.[Fe]. The product is [CH2:45]([NH:8][CH2:16][C@H:17]1[CH2:26][CH2:25][C:24]2[C:19](=[CH:20][CH:21]=[C:22]([C:27]3[CH:28]=[C:29]([C:64]4[CH:65]=[CH:66][C:61]([CH3:67])=[CH:62][CH:63]=4)[C:30]([C:31]([O:33][CH3:34])=[O:32])=[CH:35][CH:36]=3)[CH:23]=2)[O:18]1)[C:46]1[CH:51]=[CH:50][CH:49]=[CH:48][CH:47]=1. The yield is 0.770. (2) The reactants are [CH3:1][N:2]1[CH2:7][CH2:6][CH2:5][CH2:4][CH:3]1[CH2:8][OH:9].[H-].[Na+].[S:12](Cl)([C:15]1[CH:21]=[CH:20][C:18]([CH3:19])=[CH:17][CH:16]=1)(=[O:14])=[O:13]. The catalyst is CN(C=O)C. The product is [CH3:19][C:18]1[CH:20]=[CH:21][C:15]([S:12]([O:9][CH2:8][CH:3]2[CH2:4][CH2:5][CH2:6][CH2:7][N:2]2[CH3:1])(=[O:14])=[O:13])=[CH:16][CH:17]=1. The yield is 0.365. (3) The reactants are [N-]=[N+]=[N-].[Na+].C(O)(=O)C.[N:9]1([C:18](=[NH:33])[N:19]2[CH2:24][CH2:23][CH:22]([NH:25][C:26](=[O:32])[O:27][C:28]([CH3:31])([CH3:30])[CH3:29])[CH2:21][CH2:20]2)C2C=CC=CC=2[N:11]=[N:10]1. The catalyst is C(Cl)(Cl)Cl. The product is [C:28]([O:27][C:26](=[O:32])[NH:25][CH:22]1[CH2:23][CH2:24][N:19]([C:18]2[NH:9][N:10]=[N:11][N:33]=2)[CH2:20][CH2:21]1)([CH3:31])([CH3:30])[CH3:29]. The yield is 0.940.